From a dataset of hERG potassium channel inhibition data for cardiac toxicity prediction from Karim et al.. Regression/Classification. Given a drug SMILES string, predict its toxicity properties. Task type varies by dataset: regression for continuous values (e.g., LD50, hERG inhibition percentage) or binary classification for toxic/non-toxic outcomes (e.g., AMES mutagenicity, cardiotoxicity, hepatotoxicity). Dataset: herg_karim. (1) The drug is O=C1N(CCN2CCC(c3ccc(Cl)cc3)CC2)CCN1c1cccc(Cl)c1. The result is 1 (blocker). (2) The molecule is O=C1OCc2cc(CCC3CCN(C(=O)Cc4ccc(-n5cnnn5)cc4)CC3)ccc21. The result is 1 (blocker). (3) The compound is COc1cccc(-n2cc3nc(-c4ccccc4C)n(CC4CCCN(C(C)C)C4)c(=O)c3n2)c1. The result is 0 (non-blocker). (4) The drug is C[C@@H](NC(=O)Cc1ccc(C2CC2)cc1)c1ccc(OCC(F)(F)F)cn1. The result is 0 (non-blocker). (5) The molecule is C[C@@H](O)c1nc2cnc3[nH]ccc3c2n1[C@H]1CC[C@H](NCC(F)(F)F)CC1. The result is 0 (non-blocker). (6) The compound is CCCCOC(=O)N1CCN(C(=O)C(CCC(=O)O)NC(=O)c2cc(N3CCC(C(=O)N4CCCC4)CC3)cc(-c3ccccc3)n2)CC1. The result is 0 (non-blocker). (7) The compound is Cc1cc(C(=O)O)ccc1NC(=O)[C@H](C1CCCCC1)n1c(-c2ccc(Cl)cc2)nc2cc(F)c(F)cc21. The result is 1 (blocker).